This data is from Forward reaction prediction with 1.9M reactions from USPTO patents (1976-2016). The task is: Predict the product of the given reaction. (1) Given the reactants [C-:1]#[N:2].[Na+].Cl[CH2:5][C:6]1[CH:7]=[CH:8][C:9]([O:12][CH3:13])=[N:10][CH:11]=1, predict the reaction product. The product is: [CH3:13][O:12][C:9]1[N:10]=[CH:11][C:6]([CH2:5][C:1]#[N:2])=[CH:7][CH:8]=1. (2) Given the reactants [CH:1]1([CH2:6][CH:7]([N:11]2[C:19]3[C:14](=[CH:15][CH:16]=[C:17]([S:20][CH3:21])[CH:18]=3)[C:13](=O)[C:12]2=[O:23])[C:8]([OH:10])=[O:9])[CH2:5][CH2:4][CH2:3][CH2:2]1.O.NN, predict the reaction product. The product is: [CH:1]1([CH2:6][CH:7]([N:11]2[C:19]3[C:14](=[CH:15][CH:16]=[C:17]([S:20][CH3:21])[CH:18]=3)[CH2:13][C:12]2=[O:23])[C:8]([OH:10])=[O:9])[CH2:5][CH2:4][CH2:3][CH2:2]1.